Dataset: Forward reaction prediction with 1.9M reactions from USPTO patents (1976-2016). Task: Predict the product of the given reaction. (1) Given the reactants [CH2:1]([O:8][C:9]1[CH:17]=[CH:16][C:12]([C:13](O)=[O:14])=[CH:11][CH:10]=1)[C:2]1[CH:7]=[CH:6][CH:5]=[CH:4][CH:3]=1.C(Cl)(=O)C([Cl:21])=O, predict the reaction product. The product is: [CH2:1]([O:8][C:9]1[CH:17]=[CH:16][C:12]([C:13]([Cl:21])=[O:14])=[CH:11][CH:10]=1)[C:2]1[CH:7]=[CH:6][CH:5]=[CH:4][CH:3]=1. (2) Given the reactants [Mg].Br[CH2:3][CH2:4][CH2:5][CH2:6]Br.[O:8]1[CH2:12][CH2:11][CH2:10][CH:9]1[C:13]([O:15]CC)=O.[Cl-].[NH4+], predict the reaction product. The product is: [O:8]1[CH2:12][CH2:11][CH2:10][CH:9]1[C:13]1([OH:15])[CH2:6][CH2:5][CH2:4][CH2:3]1. (3) Given the reactants [CH2:1]([O:3][P:4]([CH2:9][C:10]1[CH:15]=[CH:14][C:13]([NH:16][C:17]2[N:22]=[C:21]([NH:23][C:24]3[CH:32]=[CH:31][C:30](Br)=[C:29]4[C:25]=3[C:26](=[O:35])[N:27]([CH3:34])[CH2:28]4)[C:20]([C:36]([F:39])([F:38])[F:37])=[CH:19][N:18]=2)=[CH:12][CH:11]=1)(=[O:8])[O:5][CH2:6][CH3:7])[CH3:2].[OH:40][CH:41]1[CH2:44][NH:43][CH2:42]1, predict the reaction product. The product is: [CH2:1]([O:3][P:4]([CH2:9][C:10]1[CH:15]=[CH:14][C:13]([NH:16][C:17]2[N:22]=[C:21]([NH:23][C:24]3[CH:32]=[CH:31][C:30]([N:43]4[CH2:44][CH:41]([OH:40])[CH2:42]4)=[C:29]4[C:25]=3[C:26](=[O:35])[N:27]([CH3:34])[CH2:28]4)[C:20]([C:36]([F:39])([F:38])[F:37])=[CH:19][N:18]=2)=[CH:12][CH:11]=1)(=[O:8])[O:5][CH2:6][CH3:7])[CH3:2]. (4) Given the reactants [CH2:1]([N:8]1[CH2:13][CH2:12][NH:11][CH2:10][CH2:9]1)[C:2]1[CH:7]=[CH:6][CH:5]=[CH:4][CH:3]=1.[C:14](Cl)(=[O:20])[CH2:15][CH2:16][CH2:17][CH2:18][CH3:19].C(N(CC)CC)C, predict the reaction product. The product is: [CH2:1]([N:8]1[CH2:13][CH2:12][N:11]([C:14](=[O:20])[CH2:15][CH2:16][CH2:17][CH2:18][CH3:19])[CH2:10][CH2:9]1)[C:2]1[CH:3]=[CH:4][CH:5]=[CH:6][CH:7]=1. (5) The product is: [CH2:14]([O:3][C:4]1[CH:12]=[CH:11][CH:10]=[C:9]2[C:5]=1[CH2:6][CH2:7][C:8]2=[O:13])[C:15]1[CH:20]=[CH:19][CH:18]=[CH:17][CH:16]=1. Given the reactants [H-].[Na+].[OH:3][C:4]1[CH:12]=[CH:11][CH:10]=[C:9]2[C:5]=1[CH2:6][CH2:7][C:8]2=[O:13].[CH2:14](Br)[C:15]1[CH:20]=[CH:19][CH:18]=[CH:17][CH:16]=1.[Cl-].[NH4+], predict the reaction product. (6) Given the reactants [C:1](Cl)(=O)C.[Br:5][C:6]1[CH:11]=[CH:10][C:9]([CH2:12][C:13]([OH:15])=[O:14])=[CH:8][CH:7]=1, predict the reaction product. The product is: [CH3:1][O:14][C:13](=[O:15])[CH2:12][C:9]1[CH:8]=[CH:7][C:6]([Br:5])=[CH:11][CH:10]=1.